Dataset: Catalyst prediction with 721,799 reactions and 888 catalyst types from USPTO. Task: Predict which catalyst facilitates the given reaction. Reactant: [C:1]([O:5][C:6]([N:8]([CH2:10][C:11]1[CH:20]=[CH:19][C:14]([C:15]([O:17]C)=[O:16])=[CH:13][CH:12]=1)[CH3:9])=[O:7])([CH3:4])([CH3:3])[CH3:2].[OH-].[Na+]. Product: [C:1]([O:5][C:6]([N:8]([CH2:10][C:11]1[CH:12]=[CH:13][C:14]([C:15]([OH:17])=[O:16])=[CH:19][CH:20]=1)[CH3:9])=[O:7])([CH3:4])([CH3:2])[CH3:3]. The catalyst class is: 14.